This data is from Full USPTO retrosynthesis dataset with 1.9M reactions from patents (1976-2016). The task is: Predict the reactants needed to synthesize the given product. (1) Given the product [F:1][C:2]1[CH:3]=[C:4]([S:10]([NH:14][C:15]2[CH:24]=[CH:23][C:18]([C:19]([OH:21])=[O:20])=[CH:17][CH:16]=2)(=[O:12])=[O:11])[CH:5]=[CH:6][C:7]=1[OH:8], predict the reactants needed to synthesize it. The reactants are: [F:1][C:2]1[CH:3]=[C:4]([S:10](Cl)(=[O:12])=[O:11])[CH:5]=[CH:6][C:7]=1[O:8]C.[NH2:14][C:15]1[CH:24]=[CH:23][C:18]([C:19]([O:21]C)=[O:20])=[CH:17][CH:16]=1.N1C=CC=CC=1. (2) Given the product [CH3:16][O:15][C:13]([NH:1][C@@H:2]([C@@H:3]([CH3:4])[CH2:5][CH3:6])[C:7]([OH:9])=[O:8])=[O:14], predict the reactants needed to synthesize it. The reactants are: [NH2:1][C@H:2]([C:7]([OH:9])=[O:8])[C@H:3]([CH2:5][CH3:6])[CH3:4].[OH-].[Na+].Cl[C:13]([O:15][CH3:16])=[O:14]. (3) The reactants are: [Cl:1][C:2]1[CH:7]=[C:6]([Cl:8])[C:5]([S:9]([CH2:11][C:12]([F:15])([F:14])[F:13])=[O:10])=[CH:4][C:3]=1[OH:16].[F:17][C:18]([F:29])([F:28])[C:19]1[CH:24]=[CH:23][C:22]([CH2:25][CH2:26]O)=[CH:21][CH:20]=1.C1(P(C2C=CC=CC=2)C2C=CC=CC=2)C=CC=CC=1.N(C(OC(C)C)=O)=NC(OC(C)C)=O. Given the product [F:17][C:18]([F:28])([F:29])[C:19]1[CH:20]=[CH:21][C:22]([CH2:25][CH2:26][O:16][C:3]2[CH:4]=[C:5]([S:9]([CH2:11][C:12]([F:13])([F:15])[F:14])=[O:10])[C:6]([Cl:8])=[CH:7][C:2]=2[Cl:1])=[CH:23][CH:24]=1, predict the reactants needed to synthesize it.